This data is from Reaction yield outcomes from USPTO patents with 853,638 reactions. The task is: Predict the reaction yield, written as a fraction of the theoretical maximum amount of product (1.0 means a 100% yield; for example, 0.34 means a 34% yield). The reactants are Cl.Cl[CH2:3][C:4]1[CH:13]=[CH:12][C:11]([OH:14])=[C:10]2[C:5]=1[CH:6]=[CH:7][CH:8]=[N:9]2.C(N(C(C)C)CC)(C)C.[N:24]1([C:30]([O:32][CH2:33][CH3:34])=[O:31])[CH2:29][CH2:28][NH:27][CH2:26][CH2:25]1. The catalyst is C(Cl)(Cl)Cl. The product is [OH:14][C:11]1[CH:12]=[CH:13][C:4]([CH2:3][N:27]2[CH2:26][CH2:25][N:24]([C:30]([O:32][CH2:33][CH3:34])=[O:31])[CH2:29][CH2:28]2)=[C:5]2[C:10]=1[N:9]=[CH:8][CH:7]=[CH:6]2. The yield is 0.420.